From a dataset of NCI-60 drug combinations with 297,098 pairs across 59 cell lines. Regression. Given two drug SMILES strings and cell line genomic features, predict the synergy score measuring deviation from expected non-interaction effect. (1) Drug 1: CNC(=O)C1=NC=CC(=C1)OC2=CC=C(C=C2)NC(=O)NC3=CC(=C(C=C3)Cl)C(F)(F)F. Drug 2: CCC1(CC2CC(C3=C(CCN(C2)C1)C4=CC=CC=C4N3)(C5=C(C=C6C(=C5)C78CCN9C7C(C=CC9)(C(C(C8N6C)(C(=O)OC)O)OC(=O)C)CC)OC)C(=O)OC)O.OS(=O)(=O)O. Cell line: SK-MEL-28. Synergy scores: CSS=-0.281, Synergy_ZIP=1.60, Synergy_Bliss=3.35, Synergy_Loewe=2.85, Synergy_HSA=0.0524. (2) Drug 1: C1CN(P(=O)(OC1)NCCCl)CCCl. Drug 2: C1C(C(OC1N2C=NC3=C2NC=NCC3O)CO)O. Cell line: ACHN. Synergy scores: CSS=2.55, Synergy_ZIP=-2.54, Synergy_Bliss=-2.63, Synergy_Loewe=-1.85, Synergy_HSA=-1.16. (3) Drug 1: CCC1=CC2CC(C3=C(CN(C2)C1)C4=CC=CC=C4N3)(C5=C(C=C6C(=C5)C78CCN9C7C(C=CC9)(C(C(C8N6C)(C(=O)OC)O)OC(=O)C)CC)OC)C(=O)OC.C(C(C(=O)O)O)(C(=O)O)O. Drug 2: C1=NC(=NC(=O)N1C2C(C(C(O2)CO)O)O)N. Cell line: UO-31. Synergy scores: CSS=8.96, Synergy_ZIP=-3.26, Synergy_Bliss=-0.142, Synergy_Loewe=0.882, Synergy_HSA=0.907. (4) Drug 1: COC1=NC(=NC2=C1N=CN2C3C(C(C(O3)CO)O)O)N. Drug 2: N.N.Cl[Pt+2]Cl. Cell line: SF-539. Synergy scores: CSS=49.1, Synergy_ZIP=-0.682, Synergy_Bliss=-2.17, Synergy_Loewe=-23.0, Synergy_HSA=-2.41. (5) Drug 1: CCC1=CC2CC(C3=C(CN(C2)C1)C4=CC=CC=C4N3)(C5=C(C=C6C(=C5)C78CCN9C7C(C=CC9)(C(C(C8N6C)(C(=O)OC)O)OC(=O)C)CC)OC)C(=O)OC.C(C(C(=O)O)O)(C(=O)O)O. Drug 2: C(CN)CNCCSP(=O)(O)O. Cell line: NCI-H226. Synergy scores: CSS=34.4, Synergy_ZIP=3.36, Synergy_Bliss=2.96, Synergy_Loewe=-52.1, Synergy_HSA=-3.97. (6) Drug 1: CC(CN1CC(=O)NC(=O)C1)N2CC(=O)NC(=O)C2. Drug 2: CCN(CC)CCCC(C)NC1=C2C=C(C=CC2=NC3=C1C=CC(=C3)Cl)OC. Cell line: A549. Synergy scores: CSS=49.0, Synergy_ZIP=6.12, Synergy_Bliss=6.34, Synergy_Loewe=4.93, Synergy_HSA=7.50. (7) Drug 1: CC1=C(C=C(C=C1)NC(=O)C2=CC=C(C=C2)CN3CCN(CC3)C)NC4=NC=CC(=N4)C5=CN=CC=C5. Drug 2: CC1=C(C(=CC=C1)Cl)NC(=O)C2=CN=C(S2)NC3=CC(=NC(=N3)C)N4CCN(CC4)CCO. Cell line: MALME-3M. Synergy scores: CSS=1.02, Synergy_ZIP=-0.210, Synergy_Bliss=-1.42, Synergy_Loewe=-3.21, Synergy_HSA=-3.74.